This data is from Reaction yield outcomes from USPTO patents with 853,638 reactions. The task is: Predict the reaction yield, written as a fraction of the theoretical maximum amount of product (1.0 means a 100% yield; for example, 0.34 means a 34% yield). (1) The reactants are [F:1][C:2]1[CH:7]=[CH:6][CH:5]=[C:4]([F:8])[C:3]=1[N:9]1[C:14]2[N:15]=[C:16]([N:29]3[CH2:34][CH2:33][CH:32]([N:35]4[CH2:40][CH2:39][CH:38]([CH3:41])[CH2:37][CH2:36]4)[CH2:31][CH2:30]3)[N:17]=[C:18]([C:19]3[CH:20]=[C:21]([CH:25]=[CH:26][C:27]=3[CH3:28])[C:22](O)=[O:23])[C:13]=2[CH:12]=[CH:11][C:10]1=[O:42].CN(C(O[N:51]1N=N[C:53]2C=CC=[CH:57][C:52]1=2)=[N+](C)C)C.F[P-](F)(F)(F)(F)F.C(N(CC)CC)C.C(N)(C)C. The catalyst is CN(C=O)C. The product is [F:1][C:2]1[CH:7]=[CH:6][CH:5]=[C:4]([F:8])[C:3]=1[N:9]1[C:14]2[N:15]=[C:16]([N:29]3[CH2:30][CH2:31][CH:32]([N:35]4[CH2:36][CH2:37][CH:38]([CH3:41])[CH2:39][CH2:40]4)[CH2:33][CH2:34]3)[N:17]=[C:18]([C:19]3[CH:20]=[C:21]([CH:25]=[CH:26][C:27]=3[CH3:28])[C:22]([NH:51][CH:52]([CH3:57])[CH3:53])=[O:23])[C:13]=2[CH:12]=[CH:11][C:10]1=[O:42]. The yield is 0.485. (2) The reactants are Cl.C(O[C:5]([C:7]1[CH:8]=[C:9]2[C:13](=[CH:14][CH:15]=1)[NH:12][N:11]=[C:10]2[C:16]1[CH:21]=[CH:20][C:19]([F:22])=[CH:18][CH:17]=1)=[NH:6])C.C(N(CC)CC)C.[C:30]1([CH2:36][C:37]([NH:39][NH2:40])=O)[CH:35]=[CH:34][CH:33]=[CH:32][CH:31]=1. No catalyst specified. The product is [F:22][C:19]1[CH:20]=[CH:21][C:16]([C:10]2[C:9]3[C:13](=[CH:14][CH:15]=[C:7]([C:5]4[NH:6][C:37]([CH2:36][C:30]5[CH:35]=[CH:34][CH:33]=[CH:32][CH:31]=5)=[N:39][N:40]=4)[CH:8]=3)[NH:12][N:11]=2)=[CH:17][CH:18]=1. The yield is 0.440.